This data is from Reaction yield outcomes from USPTO patents with 853,638 reactions. The task is: Predict the reaction yield, written as a fraction of the theoretical maximum amount of product (1.0 means a 100% yield; for example, 0.34 means a 34% yield). (1) The reactants are [Br:1][C:2]1[CH:16]=[C:15](/[CH:17]=[CH:18]/[CH:19]([C:24]2[CH:29]=[C:28]([Cl:30])[C:27]([Cl:31])=[C:26]([Cl:32])[CH:25]=2)[C:20]([F:23])([F:22])[F:21])[CH:14]=[CH:13][C:3]=1[C:4]([NH:6][CH:7]1[CH2:12][CH2:11][NH:10][CH2:9][CH2:8]1)=[O:5].[O:33]1[CH2:36][C:35](=O)[CH2:34]1.C(O)(=O)C.[BH3-]C#N.[Na+]. The catalyst is CO.C(OCC)(=O)C. The product is [Br:1][C:2]1[CH:16]=[C:15](/[CH:17]=[CH:18]/[CH:19]([C:24]2[CH:25]=[C:26]([Cl:32])[C:27]([Cl:31])=[C:28]([Cl:30])[CH:29]=2)[C:20]([F:23])([F:21])[F:22])[CH:14]=[CH:13][C:3]=1[C:4]([NH:6][CH:7]1[CH2:12][CH2:11][N:10]([CH:35]2[CH2:36][O:33][CH2:34]2)[CH2:9][CH2:8]1)=[O:5]. The yield is 0.230. (2) The reactants are [CH:1]1([C:6]2[C:7]([O:22][C:23]([O:25][CH3:26])=[O:24])=[CH:8][C:9]([N+:19]([O-])=O)=[C:10]([CH2:12][CH2:13][C:14]([O:16][CH2:17][CH3:18])=[O:15])[CH:11]=2)[CH2:5][CH2:4][CH2:3][CH2:2]1. The catalyst is [Pd]. The product is [NH2:19][C:9]1[CH:8]=[C:7]([O:22][C:23]([O:25][CH3:26])=[O:24])[C:6]([CH:1]2[CH2:5][CH2:4][CH2:3][CH2:2]2)=[CH:11][C:10]=1[CH2:12][CH2:13][C:14]([O:16][CH2:17][CH3:18])=[O:15]. The yield is 0.740. (3) The reactants are [C:1]1([C:7]2[C:15]3[C:14](=[O:16])[N:13]([CH2:17][C:18]([F:21])([F:20])[F:19])[CH:12]=[N:11][C:10]=3[S:9][CH:8]=2)[CH:6]=[CH:5][CH:4]=[CH:3][CH:2]=1.C1C(=O)N([Br:29])C(=O)C1. The catalyst is CN(C=O)C.O. The product is [Br:29][C:8]1[S:9][C:10]2[N:11]=[CH:12][N:13]([CH2:17][C:18]([F:19])([F:20])[F:21])[C:14](=[O:16])[C:15]=2[C:7]=1[C:1]1[CH:2]=[CH:3][CH:4]=[CH:5][CH:6]=1. The yield is 0.910. (4) The reactants are [CH2:1]1[C:3]([NH2:7])([C:4]([OH:6])=[O:5])[CH2:2]1.Cl[Si](C)(C)C.CCN(C(C)C)C(C)C.Cl[C:23]([O:25][CH:26](Cl)[CH:27](C)C)=[O:24].[C:31]1([CH2:37][C:38]([OH:40])=[O:39])[CH:36]=[CH:35][CH:34]=[CH:33][CH:32]=1. The catalyst is C(Cl)(Cl)Cl. The product is [C:31]1([CH2:37][C:38]([O:40][CH2:27][CH2:26][O:25][C:23]([NH:7][C:3]2([C:4]([OH:6])=[O:5])[CH2:2][CH2:1]2)=[O:24])=[O:39])[CH:36]=[CH:35][CH:34]=[CH:33][CH:32]=1. The yield is 0.144.